Regression. Given a peptide amino acid sequence and an MHC pseudo amino acid sequence, predict their binding affinity value. This is MHC class II binding data. From a dataset of Peptide-MHC class II binding affinity with 134,281 pairs from IEDB. (1) The peptide sequence is GWGNGCGLFGKGSIV. The MHC is DRB4_0103 with pseudo-sequence DRB4_0103. The binding affinity (normalized) is 0.494. (2) The peptide sequence is RVIAQGPTATFEAMY. The MHC is DRB4_0101 with pseudo-sequence DRB4_0103. The binding affinity (normalized) is 0.280.